From a dataset of Forward reaction prediction with 1.9M reactions from USPTO patents (1976-2016). Predict the product of the given reaction. (1) Given the reactants [Br:1][C:2]1[CH:7]=[CH:6][C:5]([NH:8][C:9]([C:11]2[N:19]3[C:14]([CH:15]=[C:16]([CH:20]([CH3:22])[CH3:21])[CH:17]=[CH:18]3)=[C:13]([C:23](=[O:28])[C:24]([CH3:27])([CH3:26])[CH3:25])[C:12]=2[CH2:29][C:30]([CH3:37])([CH3:36])[C:31]([O:33][CH2:34][CH3:35])=[O:32])=[O:10])=[CH:4][CH:3]=1.[H-].[Na+].I[CH3:41], predict the reaction product. The product is: [Br:1][C:2]1[CH:3]=[CH:4][C:5]([N:8]([CH3:41])[C:9]([C:11]2[N:19]3[C:14]([CH:15]=[C:16]([CH:20]([CH3:21])[CH3:22])[CH:17]=[CH:18]3)=[C:13]([C:23](=[O:28])[C:24]([CH3:25])([CH3:26])[CH3:27])[C:12]=2[CH2:29][C:30]([CH3:37])([CH3:36])[C:31]([O:33][CH2:34][CH3:35])=[O:32])=[O:10])=[CH:6][CH:7]=1. (2) Given the reactants [Cl:1][C:2]1[CH:3]=[CH:4][C:5]2[N:6]([C:8]([C:18]3[CH:23]=[CH:22][N:21]=[C:20](F)[CH:19]=3)=[C:9]([C:11]3[CH:16]=[CH:15][CH:14]=[C:13]([CH3:17])[CH:12]=3)[N:10]=2)[N:7]=1.[CH:25]1([NH2:31])[CH2:30][CH2:29][CH2:28][CH2:27][CH2:26]1.C(=O)([O-])O.[Na+], predict the reaction product. The product is: [Cl:1][C:2]1[CH:3]=[CH:4][C:5]2[N:6]([C:8]([C:18]3[CH:23]=[CH:22][N:21]=[C:20]([NH:31][CH:25]4[CH2:30][CH2:29][CH2:28][CH2:27][CH2:26]4)[CH:19]=3)=[C:9]([C:11]3[CH:16]=[CH:15][CH:14]=[C:13]([CH3:17])[CH:12]=3)[N:10]=2)[N:7]=1. (3) Given the reactants [F:1][C:2]([F:15])([F:14])[C:3]1[CH:8]=[CH:7][C:6](/[CH:9]=[CH:10]/[C:11]([NH2:13])=[O:12])=[CH:5][CH:4]=1.Cl[CH2:17][C:18]([CH2:20]Cl)=O.[OH-].[K+].[N:24]1([CH2:29][CH2:30][CH2:31][CH2:32][C:33]2[CH:38]=[CH:37][C:36]([OH:39])=[CH:35][CH:34]=2)[CH:28]=[CH:27][N:26]=[N:25]1, predict the reaction product. The product is: [F:1][C:2]([F:14])([F:15])[C:3]1[CH:4]=[CH:5][C:6](/[CH:9]=[CH:10]/[C:11]2[O:12][CH:17]=[C:18]([CH2:20][O:39][C:36]3[CH:35]=[CH:34][C:33]([CH2:32][CH2:31][CH2:30][CH2:29][N:24]4[CH:28]=[CH:27][N:26]=[N:25]4)=[CH:38][CH:37]=3)[N:13]=2)=[CH:7][CH:8]=1. (4) Given the reactants [NH:1]1[C:9]2[CH:8]=[CH:7][N:6]=[CH:5][C:4]=2[CH:3]=[C:2]1[C:10]([OH:12])=O.[NH2:13][CH2:14][CH2:15][CH2:16][O:17][CH:18]1[CH2:23][CH2:22][N:21]([C:24]([O:26][C:27]([CH3:30])([CH3:29])[CH3:28])=[O:25])[CH2:20][CH2:19]1.F[P-](F)(F)(F)(F)F.N1(O[P+](N(C)C)(N(C)C)N(C)C)C2C=CC=CC=2N=N1.CCN(C(C)C)C(C)C, predict the reaction product. The product is: [NH:1]1[C:9]2[CH:8]=[CH:7][N:6]=[CH:5][C:4]=2[CH:3]=[C:2]1[C:10]([NH:13][CH2:14][CH2:15][CH2:16][O:17][CH:18]1[CH2:19][CH2:20][N:21]([C:24]([O:26][C:27]([CH3:30])([CH3:29])[CH3:28])=[O:25])[CH2:22][CH2:23]1)=[O:12]. (5) Given the reactants [CH3:1][S:2](Cl)(=[O:4])=[O:3].C(N(CC)CC)C.[OH:13][CH2:14][CH:15]1[C:19]2([CH2:21][CH2:20]2)[NH:18][C:17](=[O:22])[CH2:16]1, predict the reaction product. The product is: [CH3:1][S:2]([O:13][CH2:14][CH:15]1[C:19]2([CH2:21][CH2:20]2)[NH:18][C:17](=[O:22])[CH2:16]1)(=[O:4])=[O:3]. (6) Given the reactants [NH2:1][C:2]1[C:11]([Br:12])=[C:10]2[C:5]([C:6](=[O:23])[N:7]([C:16]3[CH:21]=[CH:20][C:19]([Cl:22])=[CH:18][CH:17]=3)[C:8]([CH:13]([CH3:15])[CH3:14])=[N:9]2)=[CH:4][CH:3]=1.C(N(CC)CC)C.[C:31](Cl)(=[O:34])[CH:32]=[CH2:33], predict the reaction product. The product is: [Br:12][C:11]1[C:2]([NH:1][C:31](=[O:34])[CH:32]=[CH2:33])=[CH:3][CH:4]=[C:5]2[C:10]=1[N:9]=[C:8]([CH:13]([CH3:15])[CH3:14])[N:7]([C:16]1[CH:21]=[CH:20][C:19]([Cl:22])=[CH:18][CH:17]=1)[C:6]2=[O:23].